This data is from Forward reaction prediction with 1.9M reactions from USPTO patents (1976-2016). The task is: Predict the product of the given reaction. Given the reactants Cl.[NH2:2][C@H:3]([C:6]([NH2:8])=[O:7])[CH2:4][OH:5].[C:9]([O:24][C@H:25]([CH2:30][CH2:31][CH2:32][CH2:33][CH2:34][CH2:35][CH2:36][CH2:37][CH2:38][CH2:39][CH3:40])[CH2:26][C:27](O)=[O:28])(=[O:23])[CH2:10][CH2:11][CH2:12][CH2:13][CH2:14][CH2:15][CH2:16][CH2:17][CH2:18][CH2:19][CH2:20][CH2:21][CH3:22].C(N(CC)CC)C.CCOC1N(C(OCC)=O)C2C(=CC=CC=2)C=C1, predict the reaction product. The product is: [C:9]([O:24][C@H:25]([CH2:30][CH2:31][CH2:32][CH2:33][CH2:34][CH2:35][CH2:36][CH2:37][CH2:38][CH2:39][CH3:40])[CH2:26][C:27]([NH:8][C:6](=[O:7])[C@H:3]([CH2:4][OH:5])[NH2:2])=[O:28])(=[O:23])[CH2:10][CH2:11][CH2:12][CH2:13][CH2:14][CH2:15][CH2:16][CH2:17][CH2:18][CH2:19][CH2:20][CH2:21][CH3:22].